This data is from Full USPTO retrosynthesis dataset with 1.9M reactions from patents (1976-2016). The task is: Predict the reactants needed to synthesize the given product. (1) Given the product [CH2:1]([O:8][C:9]([C:10]1[O:15][C:14]([C:16]2[C:21]([NH:22][C:23](=[O:29])[O:24][C:25]([CH3:27])([CH3:28])[CH3:26])=[CH:20][C:19]([C:30]([F:33])([F:31])[F:32])=[C:18]([O:34][CH3:35])[N:17]=2)=[N:13][N:12]=1)([CH3:40])[C:36]([F:37])([F:38])[F:39])[C:2]1[CH:3]=[CH:4][CH:5]=[CH:6][CH:7]=1, predict the reactants needed to synthesize it. The reactants are: [CH2:1]([O:8][C:9]([CH3:40])([C:36]([F:39])([F:38])[F:37])[C:10]([NH:12][NH:13][C:14]([C:16]1[C:21]([NH:22][C:23](=[O:29])[O:24][C:25]([CH3:28])([CH3:27])[CH3:26])=[CH:20][C:19]([C:30]([F:33])([F:32])[F:31])=[C:18]([O:34][CH3:35])[N:17]=1)=[O:15])=O)[C:2]1[CH:7]=[CH:6][CH:5]=[CH:4][CH:3]=1.CC[N+](S(N=C(OC)[O-])(=O)=O)(CC)CC. (2) Given the product [C:8]([C:5]1[C:4]([C:11]([F:14])([F:13])[F:12])=[CH:3][C:2]([C:19]#[N:20])=[CH:7][N:6]=1)(=[O:10])[CH3:9], predict the reactants needed to synthesize it. The reactants are: Br[C:2]1[CH:3]=[C:4]([C:11]([F:14])([F:13])[F:12])[C:5]([C:8](=[O:10])[CH3:9])=[N:6][CH:7]=1.[Cl-].[NH4+].[OH-].[NH4+].[CH3:19][N:20](C=O)C. (3) Given the product [Cl:1][C:2]1[C:6]([Cl:7])=[C:5]([CH3:8])[NH:4][C:3]=1[C:9]([NH:11][C@@H:12]1[CH2:17][CH2:16][N:15]([C:18]2[S:19][C:20]([C:23]([NH:39][O:38][CH3:34])=[O:25])=[CH:21][N:22]=2)[CH2:14][C@@H:13]1[N:26]1[CH:30]=[CH:29][N:28]=[N:27]1)=[O:10], predict the reactants needed to synthesize it. The reactants are: [Cl:1][C:2]1[C:6]([Cl:7])=[C:5]([CH3:8])[NH:4][C:3]=1[C:9]([NH:11][C@@H:12]1[CH2:17][CH2:16][N:15]([C:18]2[S:19][C:20]([C:23]([OH:25])=O)=[CH:21][N:22]=2)[CH2:14][C@@H:13]1[N:26]1[CH:30]=[CH:29][N:28]=[N:27]1)=[O:10].CN([C:34]([O:38][N:39]1N=NC2C=CC=NC1=2)=[N+](C)C)C.F[P-](F)(F)(F)(F)F.CCN(C(C)C)C(C)C.Cl.O(N)C. (4) Given the product [OH:14][CH2:13][CH2:12][NH:11][C:5](=[O:7])[CH2:4][CH2:3][CH:2]([CH3:1])[CH3:10], predict the reactants needed to synthesize it. The reactants are: [CH3:1][CH:2]([CH3:10])[CH2:3][CH2:4][C:5]([O:7]CC)=O.[NH2:11][CH2:12][CH2:13][OH:14].C(O)C. (5) Given the product [C:1]([N:4]1[C:12]2[C:7](=[CH:8][C:9]([C:13](=[O:15])[CH3:14])=[CH:10][CH:11]=2)[C:6](=[C:27]([C:25]2[CH:24]=[CH:23][C:21]3[O:22][C:18]([F:30])([F:17])[O:19][C:20]=3[CH:26]=2)[OH:28])[C:5]1=[O:16])(=[O:3])[CH3:2], predict the reactants needed to synthesize it. The reactants are: [C:1]([N:4]1[C:12]2[C:7](=[CH:8][C:9]([C:13](=[O:15])[CH3:14])=[CH:10][CH:11]=2)[CH2:6][C:5]1=[O:16])(=[O:3])[CH3:2].[F:17][C:18]1([F:30])[O:22][C:21]2[CH:23]=[CH:24][C:25]([C:27](O)=[O:28])=[CH:26][C:20]=2[O:19]1. (6) Given the product [C:42]([N:41]([C@@H:18]([CH3:17])[C:19]#[CH:14])[C:39]([O:38][C:35]([CH3:37])([CH3:36])[CH3:34])=[O:40])([O:44][C:45]([CH3:47])([CH3:48])[CH3:46])=[O:43], predict the reactants needed to synthesize it. The reactants are: [C:18]1(P([C:14]2[CH:19]=[CH:18][CH:17]=CC=2)[C:18]2[CH:17]=CC=[CH:14][CH:19]=2)[CH:17]=CC=[CH:14][CH:19]=1.CC(OC(/N=N/C(OC(C)C)=O)=O)C.[CH3:34][C:35]([O:38][C:39]([NH:41][C:42]([O:44][C:45]([CH3:48])([CH3:47])[CH3:46])=[O:43])=[O:40])([CH3:37])[CH3:36].C[C@@H](O)C#C.